Dataset: NCI-60 drug combinations with 297,098 pairs across 59 cell lines. Task: Regression. Given two drug SMILES strings and cell line genomic features, predict the synergy score measuring deviation from expected non-interaction effect. (1) Drug 1: COC1=NC(=NC2=C1N=CN2C3C(C(C(O3)CO)O)O)N. Drug 2: C1=CC=C(C(=C1)C(C2=CC=C(C=C2)Cl)C(Cl)Cl)Cl. Cell line: HS 578T. Synergy scores: CSS=6.24, Synergy_ZIP=-3.31, Synergy_Bliss=-1.76, Synergy_Loewe=-2.38, Synergy_HSA=-1.63. (2) Drug 1: CNC(=O)C1=NC=CC(=C1)OC2=CC=C(C=C2)NC(=O)NC3=CC(=C(C=C3)Cl)C(F)(F)F. Drug 2: CCN(CC)CCCC(C)NC1=C2C=C(C=CC2=NC3=C1C=CC(=C3)Cl)OC. Cell line: UACC-257. Synergy scores: CSS=8.13, Synergy_ZIP=-3.67, Synergy_Bliss=-3.16, Synergy_Loewe=-7.74, Synergy_HSA=-2.17. (3) Drug 1: C1CCC(CC1)NC(=O)N(CCCl)N=O. Synergy scores: CSS=7.94, Synergy_ZIP=-4.04, Synergy_Bliss=0.665, Synergy_Loewe=-5.54, Synergy_HSA=-4.97. Cell line: BT-549. Drug 2: CC1=C(C=C(C=C1)C(=O)NC2=CC(=CC(=C2)C(F)(F)F)N3C=C(N=C3)C)NC4=NC=CC(=N4)C5=CN=CC=C5.